This data is from Forward reaction prediction with 1.9M reactions from USPTO patents (1976-2016). The task is: Predict the product of the given reaction. (1) Given the reactants [N+:1]([C:4]1[CH:9]=[CH:8][C:7]([OH:10])=[C:6]([C:11]([F:14])([F:13])[F:12])[CH:5]=1)([O-:3])=[O:2].[CH2:15](Br)[C:16]1[CH:21]=[CH:20][CH:19]=[CH:18][CH:17]=1.C(=O)([O-])[O-].[K+].[K+].CN(C)C=O, predict the reaction product. The product is: [CH2:15]([O:10][C:7]1[CH:8]=[CH:9][C:4]([N+:1]([O-:3])=[O:2])=[CH:5][C:6]=1[C:11]([F:12])([F:13])[F:14])[C:16]1[CH:21]=[CH:20][CH:19]=[CH:18][CH:17]=1. (2) Given the reactants [Sn](Cl)Cl.[N+:4]([C:7]1[CH:12]=[CH:11][CH:10]=[C:9]([O:13][CH2:14][CH2:15][CH2:16][CH2:17][CH2:18][O:19][C:20]2[CH:25]=[CH:24][CH:23]=[CH:22][CH:21]=2)[CH:8]=1)([O-])=O.C(=O)(O)[O-].[Na+], predict the reaction product. The product is: [O:19]([CH2:18][CH2:17][CH2:16][CH2:15][CH2:14][O:13][C:9]1[CH:8]=[C:7]([NH2:4])[CH:12]=[CH:11][CH:10]=1)[C:20]1[CH:21]=[CH:22][CH:23]=[CH:24][CH:25]=1. (3) The product is: [C:20]1([N:19]([CH2:18][CH2:17][C:15]([O:14][CH3:13])=[O:16])[C:8](=[O:10])[C:7]2[CH:6]=[CH:5][C:4]([N+:1]([O-:3])=[O:2])=[CH:12][CH:11]=2)[CH:25]=[CH:24][CH:23]=[CH:22][CH:21]=1. Given the reactants [N+:1]([C:4]1[CH:12]=[CH:11][C:7]([C:8]([OH:10])=O)=[CH:6][CH:5]=1)([O-:3])=[O:2].[CH3:13][O:14][C:15]([CH2:17][CH2:18][NH:19][C:20]1[CH:25]=[CH:24][CH:23]=[CH:22][CH:21]=1)=[O:16].C(N(CC)CC)C.C(Cl)Cl.CO, predict the reaction product. (4) Given the reactants [CH3:1][C:2]([CH3:21])([CH3:20])[CH2:3][N:4]([CH2:17][CH2:18][OH:19])[C:5]1[CH:12]=[CH:11][C:8]([C:9]#[N:10])=[C:7]([C:13]([F:16])([F:15])[F:14])[CH:6]=1.[CH3:22][S:23]([C:26]1[CH:31]=[CH:30][C:29](O)=[CH:28][CH:27]=1)(=[O:25])=[O:24], predict the reaction product. The product is: [CH3:1][C:2]([CH3:21])([CH3:20])[CH2:3][N:4]([CH2:17][CH2:18][O:19][C:29]1[CH:30]=[CH:31][C:26]([S:23]([CH3:22])(=[O:25])=[O:24])=[CH:27][CH:28]=1)[C:5]1[CH:12]=[CH:11][C:8]([C:9]#[N:10])=[C:7]([C:13]([F:14])([F:15])[F:16])[CH:6]=1. (5) Given the reactants [I:1][C:2]1[CH:7]=[CH:6][CH:5]=[CH:4][C:3]=1[NH2:8].[C:9](O)(=[O:13])[C:10]#[C:11][CH3:12].C1(N=C=NC2CCCCC2)CCCCC1, predict the reaction product. The product is: [I:1][C:2]1[CH:7]=[CH:6][CH:5]=[CH:4][C:3]=1[NH:8][C:9](=[O:13])[C:10]#[C:11][CH3:12]. (6) The product is: [Br:24][C:4]1[N:5]=[N:6][C:7]([C:9]2[CH:14]=[CH:13][C:12]([C:15]([F:18])([F:17])[F:16])=[CH:11][CH:10]=2)=[CH:8][C:3]=1[C:2]([F:21])([F:20])[F:1]. Given the reactants [F:1][C:2]([F:21])([F:20])[C:3]1[C:4](=O)[NH:5][N:6]=[C:7]([C:9]2[CH:14]=[CH:13][C:12]([C:15]([F:18])([F:17])[F:16])=[CH:11][CH:10]=2)[CH:8]=1.P(Br)(Br)([Br:24])=O.CN(C=O)C, predict the reaction product. (7) Given the reactants [CH3:1][C:2]1([C:15]2[CH:20]=[CH:19][CH:18]=[CH:17][CH:16]=2)[C:6](=[O:7])[CH:5]=[C:4](/[CH:8]=[CH:9]/[C:10]2[CH:14]=[CH:13][S:12][CH:11]=2)[O:3]1.[SH:21][CH2:22][CH:23]([OH:26])[CH2:24][OH:25], predict the reaction product. The product is: [OH:26][CH:23]([CH2:24][OH:25])[CH2:22][S:21][CH:9]([C:10]1[CH:14]=[CH:13][S:12][CH:11]=1)[CH2:8][C:4]1[O:3][C:2]([CH3:1])([C:15]2[CH:20]=[CH:19][CH:18]=[CH:17][CH:16]=2)[C:6](=[O:7])[CH:5]=1. (8) Given the reactants Cl[C:2]1[C:3]2[C:4](=[CH:16][N:17](CC3C=CC(OC)=CC=3)[N:18]=2)[N:5]=[C:6]([C:8]2[CH:13]=[CH:12][CH:11]=[CH:10][C:9]=2[O:14][CH3:15])[N:7]=1.[NH:28]1[C:36]2[C:31](=[CH:32][CH:33]=[C:34]([NH2:37])[CH:35]=2)[CH:30]=[N:29]1.Cl, predict the reaction product. The product is: [NH:28]1[C:36]2[C:31](=[CH:32][CH:33]=[C:34]([NH:37][C:2]3[C:3]4[NH:18][N:17]=[CH:16][C:4]=4[N:5]=[C:6]([C:8]4[CH:13]=[CH:12][CH:11]=[CH:10][C:9]=4[O:14][CH3:15])[N:7]=3)[CH:35]=2)[CH:30]=[N:29]1.